Dataset: Reaction yield outcomes from USPTO patents with 853,638 reactions. Task: Predict the reaction yield, written as a fraction of the theoretical maximum amount of product (1.0 means a 100% yield; for example, 0.34 means a 34% yield). (1) The reactants are C(Cl)(=O)C(Cl)=O.[O:7]=[C:8]([C:12]1[O:13][CH:14]=[CH:15][CH:16]=1)[C:9]([OH:11])=[O:10].[N:17]12[CH2:24][CH2:23][CH:20]([CH2:21][CH2:22]1)[C@@H:19](O)[CH2:18]2. The catalyst is CN(C)C=O.C(Cl)(Cl)Cl. The product is [N:17]12[CH2:24][CH2:23][CH:20]([CH2:21][CH2:22]1)[C@@H:19]([O:10][C:9](=[O:11])[C:8](=[O:7])[C:12]1[O:13][CH:14]=[CH:15][CH:16]=1)[CH2:18]2. The yield is 0.525. (2) The reactants are [NH2:1][C:2]1[N:6]([CH3:7])[C:5](=[O:8])[C:4]([C:15]2[CH:20]=[CH:19][C:18]([OH:21])=[C:17](Br)[CH:16]=2)([C:9]2[CH:14]=[CH:13][CH:12]=[CH:11][CH:10]=2)[N:3]=1.[CH3:23][O:24][C:25]1[CH:26]=[C:27](B(O)O)[CH:28]=[CH:29][CH:30]=1. No catalyst specified. The product is [NH2:1][C:2]1[N:6]([CH3:7])[C:5](=[O:8])[C:4]([C:15]2[CH:16]=[C:17]([C:29]3[CH:28]=[CH:27][CH:26]=[C:25]([O:24][CH3:23])[CH:30]=3)[C:18]([OH:21])=[CH:19][CH:20]=2)([C:9]2[CH:14]=[CH:13][CH:12]=[CH:11][CH:10]=2)[N:3]=1. The yield is 0.270. (3) The reactants are [C:1]1([C:7]2[O:8][C:9]3[C:15]([C:16]([OH:18])=O)=[CH:14][CH:13]=[CH:12][C:10]=3[N:11]=2)[CH:6]=[CH:5][CH:4]=[CH:3][CH:2]=1.[NH2:19][CH:20]1[CH2:25][CH2:24][N:23]([CH3:26])[CH2:22][CH2:21]1. No catalyst specified. The product is [CH3:26][N:23]1[CH2:24][CH2:25][CH:20]([NH:19][C:16]([C:15]2[C:9]3[O:8][C:7]([C:1]4[CH:2]=[CH:3][CH:4]=[CH:5][CH:6]=4)=[N:11][C:10]=3[CH:12]=[CH:13][CH:14]=2)=[O:18])[CH2:21][CH2:22]1. The yield is 0.580. (4) The reactants are [I:1][C:2]1[CH:10]=[CH:9][C:5]([C:6](O)=[O:7])=[CH:4][C:3]=1[N+:11]([O-:13])=[O:12].O=S(Cl)Cl.[CH3:18][NH2:19]. The catalyst is CN(C)C=O. The product is [CH3:18][NH:19][C:6](=[O:7])[C:5]1[CH:9]=[CH:10][C:2]([I:1])=[C:3]([N+:11]([O-:13])=[O:12])[CH:4]=1. The yield is 0.623. (5) The reactants are [C:1]([C:3]1[CH:4]=[CH:5][C:6]([C:28]2([CH3:33])[O:32][CH2:31][CH2:30][O:29]2)=[C:7]([NH:9][C:10]2[CH:27]=[CH:26][C:13]([O:14][CH2:15][CH2:16][O:17][CH2:18][CH2:19][CH2:20][C:21]([O:23][CH2:24][CH3:25])=[O:22])=[CH:12][CH:11]=2)[CH:8]=1)#[N:2].O.OO.C(=O)([O-])[O-:38].[K+].[K+].O.C(O)(=O)CC(CC(O)=O)(C(O)=O)O. The catalyst is CS(C)=O. The product is [C:1]([C:3]1[CH:4]=[CH:5][C:6]([C:28]2([CH3:33])[O:29][CH2:30][CH2:31][O:32]2)=[C:7]([NH:9][C:10]2[CH:27]=[CH:26][C:13]([O:14][CH2:15][CH2:16][O:17][CH2:18][CH2:19][CH2:20][C:21]([O:23][CH2:24][CH3:25])=[O:22])=[CH:12][CH:11]=2)[CH:8]=1)(=[O:38])[NH2:2]. The yield is 0.580. (6) The reactants are C(OC([N:8]1[CH2:12][CH2:11][CH2:10][CH:9]1[CH2:13][O:14][C:15]1[CH:20]=[CH:19][C:18]([C:21]([O:23][CH3:24])=[O:22])=[CH:17][N:16]=1)=O)(C)(C)C.C(O)(C(F)(F)F)=O. The catalyst is C(Cl)Cl. The product is [NH:8]1[CH2:12][CH2:11][CH2:10][CH:9]1[CH2:13][O:14][C:15]1[CH:20]=[CH:19][C:18]([C:21]([O:23][CH3:24])=[O:22])=[CH:17][N:16]=1. The yield is 0.940. (7) The reactants are Br[C:2]1[C:3]([CH3:21])=[CH:4][C:5]([C:8]2[C:13]3[O:14][C:15]4[CH:20]=[CH:19][CH:18]=[CH:17][C:16]=4[C:12]=3[CH:11]=[CH:10][CH:9]=2)=[N:6][CH:7]=1.[CH2:22](B(O)O)[CH:23]([CH3:25])[CH3:24].O.P([O-])([O-])([O-])=O.[K+].[K+].[K+]. The catalyst is O.C1(C)C=CC=CC=1.C1C=CC(/C=C/C(/C=C/C2C=CC=CC=2)=O)=CC=1.C1C=CC(/C=C/C(/C=C/C2C=CC=CC=2)=O)=CC=1.C1C=CC(/C=C/C(/C=C/C2C=CC=CC=2)=O)=CC=1.[Pd].[Pd].C1(P(C2CCCCC2)C2C=CC=CC=2C2C(OC)=CC=CC=2OC)CCCCC1. The product is [CH:11]1[C:12]2[C:16]3[CH:17]=[CH:18][CH:19]=[CH:20][C:15]=3[O:14][C:13]=2[C:8]([C:5]2[CH:4]=[C:3]([CH3:21])[C:2]([CH2:22][CH:23]([CH3:25])[CH3:24])=[CH:7][N:6]=2)=[CH:9][CH:10]=1. The yield is 0.740.